From a dataset of hERG potassium channel inhibition data for cardiac toxicity prediction from Karim et al.. Regression/Classification. Given a drug SMILES string, predict its toxicity properties. Task type varies by dataset: regression for continuous values (e.g., LD50, hERG inhibition percentage) or binary classification for toxic/non-toxic outcomes (e.g., AMES mutagenicity, cardiotoxicity, hepatotoxicity). Dataset: herg_karim. The molecule is O=C(CNC(=O)c1cccc(C(F)(F)F)c1)N[C@@H]1CCN(CCN2CCN(C(=O)c3ccccc3Cl)CC2)C1. The result is 0 (non-blocker).